From a dataset of Forward reaction prediction with 1.9M reactions from USPTO patents (1976-2016). Predict the product of the given reaction. (1) Given the reactants [CH:1]1[C:6]([CH2:7][CH2:8][C:9]2[C:13]3[C:14]([NH:16][C:17]([NH2:19])=[N:18][C:12]=3[NH:11][CH:10]=2)=[O:15])=[CH:5][CH:4]=[C:3]([C:20]([NH:22][C@@H:23]([C:29]([OH:31])=[O:30])[CH2:24][CH2:25][C:26]([OH:28])=[O:27])=[O:21])[CH:2]=1.[Na].[OH-].[Na+:34], predict the reaction product. The product is: [CH:5]1[C:6]([CH2:7][CH2:8][C:9]2[C:13]3[C:14]([NH:16][C:17]([NH2:19])=[N:18][C:12]=3[NH:11][CH:10]=2)=[O:15])=[CH:1][CH:2]=[C:3]([C:20]([NH:22][C@@H:23]([C:29]([O-:31])=[O:30])[CH2:24][CH2:25][C:26]([O-:28])=[O:27])=[O:21])[CH:4]=1.[Na+:34].[Na+:34]. (2) The product is: [Cl:1][C:2]1[CH:7]=[CH:6][C:5]([CH:8]([C:15]2[C:23]3[C:18](=[C:19]([CH2:24][S:25][CH3:26])[CH:20]=[CH:21][CH:22]=3)[NH:17][CH:16]=2)[CH2:9][CH2:10][OH:11])=[C:4]([CH3:27])[CH:3]=1. Given the reactants [Cl:1][C:2]1[CH:7]=[CH:6][C:5]([CH:8]([C:15]2[C:23]3[C:18](=[C:19]([CH2:24][S:25][CH3:26])[CH:20]=[CH:21][CH:22]=3)[NH:17][CH:16]=2)[CH2:9][C:10](OCC)=[O:11])=[C:4]([CH3:27])[CH:3]=1.ClC1C=CC(C(C2C3C(=C(CSC)C=CC=3)NC=2)CCO)=C(F)C=1, predict the reaction product. (3) Given the reactants Br[C:2]1[C:8]2[CH:9]=[CH:10][CH:11]=[CH:12][C:7]=2[C:6](=[CH2:13])[C:5]2[CH:14]=[CH:15][CH:16]=[CH:17][C:4]=2[CH:3]=1.C1(P(C2C=CC=CC=2)C2C=CC=CC=2)C=CC=CC=1.[CH3:37][Si:38]([C:41]#[CH:42])([CH3:40])[CH3:39], predict the reaction product. The product is: [CH3:37][Si:38]([CH3:40])([CH3:39])[C:41]#[C:42][C:2]1[C:8]2[CH:9]=[CH:10][CH:11]=[CH:12][C:7]=2[C:6](=[CH2:13])[C:5]2[CH:14]=[CH:15][CH:16]=[CH:17][C:4]=2[CH:3]=1. (4) Given the reactants [CH:1]1([C:4]2[C:11](B3OC(C)(C)C(C)(C)O3)=[CH:10][C:7]([C:8]#[N:9])=[C:6]([N:21]3[CH2:26][CH2:25][N:24]([C:27](=[O:31])[CH2:28][CH2:29][OH:30])[C@H:23]([CH:32]4[CH2:34][CH2:33]4)[CH2:22]3)[N:5]=2)[CH2:3][CH2:2]1.Cl[C:36]1[N:41]=[N:40][CH:39]=[C:38]([NH:42][C:43](=[O:49])[O:44][C:45]([CH3:48])([CH3:47])[CH3:46])[CH:37]=1.[F-].[Cs+], predict the reaction product. The product is: [C:45]([O:44][C:43](=[O:49])[NH:42][C:38]1[CH:37]=[C:36]([C:11]2[C:4]([CH:1]3[CH2:3][CH2:2]3)=[N:5][C:6]([N:21]3[CH2:26][CH2:25][N:24]([C:27](=[O:31])[CH2:28][CH2:29][OH:30])[C@H:23]([CH:32]4[CH2:33][CH2:34]4)[CH2:22]3)=[C:7]([C:8]#[N:9])[CH:10]=2)[N:41]=[N:40][CH:39]=1)([CH3:48])([CH3:46])[CH3:47]. (5) Given the reactants [N:1]1[C:2]([C:10]([OH:12])=O)=[CH:3][N:4]2[CH2:9][CH2:8][CH2:7][CH2:6][C:5]=12.[NH2:13][C@@H:14]([CH3:31])[CH2:15][N:16]1[CH:20]=[CH:19][C:18]([C:21]2[CH:28]=[C:27]([F:29])[C:24]([C:25]#[N:26])=[C:23]([Cl:30])[CH:22]=2)=[N:17]1.CN(C=O)C, predict the reaction product. The product is: [Cl:30][C:23]1[CH:22]=[C:21]([C:18]2[CH:19]=[CH:20][N:16]([CH2:15][C@@H:14]([NH:13][C:10]([C:2]3[N:1]=[C:5]4[CH2:6][CH2:7][CH2:8][CH2:9][N:4]4[CH:3]=3)=[O:12])[CH3:31])[N:17]=2)[CH:28]=[C:27]([F:29])[C:24]=1[C:25]#[N:26]. (6) Given the reactants [C:1]1([C:7]#[C:8][C:9]2[CH:10]=[C:11]([C:23]([C:25]([C:27]3[CH:32]=[CH:31][CH:30]=[CH:29][CH:28]=3)=O)=O)[CH:12]=[C:13]([C:15]#[C:16][C:17]3[CH:22]=[CH:21][CH:20]=[CH:19][CH:18]=3)[CH:14]=2)[CH:6]=[CH:5][CH:4]=[CH:3][CH:2]=1.[CH3:33][CH:34]([OH:36])[CH3:35], predict the reaction product. The product is: [C:1]1([C:7]#[C:8][C:9]2[CH:10]=[C:11]([C:23]3[C:25]([C:27]4[CH:32]=[CH:31][CH:30]=[CH:29][CH:28]=4)=[C:33]([C:9]4[CH:10]=[CH:11][CH:12]=[CH:13][CH:14]=4)[C:34](=[O:36])[C:35]=3[C:1]3[CH:6]=[CH:5][CH:4]=[CH:3][CH:2]=3)[CH:12]=[C:13]([C:15]#[C:16][C:17]3[CH:22]=[CH:21][CH:20]=[CH:19][CH:18]=3)[CH:14]=2)[CH:6]=[CH:5][CH:4]=[CH:3][CH:2]=1. (7) Given the reactants [C:1]([C:3]1[CH:8]=[CH:7][CH:6]=[CH:5][C:4]=1[C:9]1[CH:14]=[CH:13][C:12]([CH2:15][C:16]2[C:17](=[O:42])[N:18]([C@H:28]3[CH2:33][CH2:32][C@H:31]([O:34][CH2:35][C:36](N(OC)C)=[O:37])[CH2:30][CH2:29]3)[C:19]3[N:20]([N:25]=[CH:26][CH:27]=3)[C:21]=2[CH2:22][CH2:23][CH3:24])=[C:11]([F:43])[CH:10]=1)#[N:2].[CH3:44][Mg]Br.C(OCC)(=O)C.[Cl-].[NH4+], predict the reaction product. The product is: [F:43][C:11]1[CH:10]=[C:9]([C:4]2[C:3]([C:1]#[N:2])=[CH:8][CH:7]=[CH:6][CH:5]=2)[CH:14]=[CH:13][C:12]=1[CH2:15][C:16]1[C:17](=[O:42])[N:18]([C@H:28]2[CH2:29][CH2:30][C@H:31]([O:34][CH2:35][CH:36]([OH:37])[CH3:44])[CH2:32][CH2:33]2)[C:19]2[N:20]([N:25]=[CH:26][CH:27]=2)[C:21]=1[CH2:22][CH2:23][CH3:24]. (8) Given the reactants [Na+].[SH:2][CH2:3][C:4]([O-:6])=[O:5].[CH2:7]([O:9][P:10]([CH2:15]I)(=[O:14])[O:11][CH2:12][CH3:13])[CH3:8].C([O-])([O-])=O.[Na+].[Na+], predict the reaction product. The product is: [CH2:7]([O:9][P:10]([CH2:15][S:2][CH2:3][C:4]([OH:6])=[O:5])([O:11][CH2:12][CH3:13])=[O:14])[CH3:8].